Dataset: Reaction yield outcomes from USPTO patents with 853,638 reactions. Task: Predict the reaction yield, written as a fraction of the theoretical maximum amount of product (1.0 means a 100% yield; for example, 0.34 means a 34% yield). (1) The reactants are [Cl:1][C:2]1[CH:7]=[CH:6][C:5]([C:8]2[N:12]([C:13]3[CH:18]=[CH:17][C:16]([Cl:19])=[CH:15][C:14]=3[Cl:20])[N:11]=[C:10]([C:21]([O:23]CC)=O)[C:9]=2[S:26][CH3:27])=[CH:4][CH:3]=1.O.[NH2:29][NH2:30]. The catalyst is CCO.CCOC(C)=O. The product is [Cl:1][C:2]1[CH:3]=[CH:4][C:5]([C:8]2[N:12]([C:13]3[CH:18]=[CH:17][C:16]([Cl:19])=[CH:15][C:14]=3[Cl:20])[N:11]=[C:10]([C:21]([NH:29][NH2:30])=[O:23])[C:9]=2[S:26][CH3:27])=[CH:6][CH:7]=1. The yield is 0.700. (2) The product is [O:26]1[C:25]2[CH:29]=[CH:30][C:22]([C:19]3([C:17]([NH:16][C:11]4[CH:10]=[C:9]([C:6]5[CH:5]=[CH:4][C:3]([CH2:2][NH:1][CH2:34][CH2:33][CH:32]([CH3:36])[CH3:31])=[CH:8][CH:7]=5)[C:14]([CH3:15])=[CH:13][CH:12]=4)=[O:18])[CH2:20][CH2:21]3)=[CH:23][C:24]=2[O:28][CH2:27]1. The yield is 0.100. The catalyst is ClCCl.O. The reactants are [NH2:1][CH2:2][C:3]1[CH:8]=[CH:7][C:6]([C:9]2[C:14]([CH3:15])=[CH:13][CH:12]=[C:11]([NH:16][C:17]([C:19]3([C:22]4[CH:30]=[CH:29][C:25]5[O:26][CH2:27][O:28][C:24]=5[CH:23]=4)[CH2:21][CH2:20]3)=[O:18])[CH:10]=2)=[CH:5][CH:4]=1.[CH3:31][CH:32]([CH3:36])[CH2:33][CH:34]=O.COCCOC.[BH4-].[Na+]. (3) The reactants are C(OC(=O)CCCOC1C=CC=C(CCCCCCOC2C=C(C3C=CC(F)=C(F)C=3)C=C(C(=O)N(C)C)C=2)C=1CCC(OCC)=O)C.[CH2:49]([O:51][C:52](=[O:98])[CH2:53][CH2:54][CH2:55][O:56][C:57]1[CH:62]=[CH:61][CH:60]=[C:59]([CH2:63][CH2:64][CH2:65][CH2:66][CH2:67][CH2:68][O:69][C:70]2[CH:75]=[C:74]([C:76](=[O:89])[NH:77][CH2:78][C:79]3[CH:84]=[CH:83][CH:82]=[CH:81][C:80]=3[O:85][CH:86]([F:88])[F:87])[CH:73]=[C:72](Br)[CH:71]=2)[C:58]=1[CH2:91][CH2:92][C:93]([O:95][CH2:96][CH3:97])=[O:94])[CH3:50].[S:99]1[CH:103]=[CH:102][C:101](B(O)O)=[CH:100]1.C(=O)([O-])[O-].[Cs+].[Cs+]. The catalyst is COCCOC.C1C=CC(P(C2C=CC=CC=2)[C-]2C=CC=C2)=CC=1.C1C=CC(P(C2C=CC=CC=2)[C-]2C=CC=C2)=CC=1.Cl[Pd]Cl.[Fe+2]. The product is [CH2:49]([O:51][C:52](=[O:98])[CH2:53][CH2:54][CH2:55][O:56][C:57]1[CH:62]=[CH:61][CH:60]=[C:59]([CH2:63][CH2:64][CH2:65][CH2:66][CH2:67][CH2:68][O:69][C:70]2[CH:71]=[C:72]([C:101]3[CH:102]=[CH:103][S:99][CH:100]=3)[CH:73]=[C:74]([C:76](=[O:89])[NH:77][CH2:78][C:79]3[CH:84]=[CH:83][CH:82]=[CH:81][C:80]=3[O:85][CH:86]([F:88])[F:87])[CH:75]=2)[C:58]=1[CH2:91][CH2:92][C:93]([O:95][CH2:96][CH3:97])=[O:94])[CH3:50]. The yield is 0.910. (4) The reactants are [H-].[Na+].C(COC)OC.[C:9]([O:13][CH2:14][CH2:15][O:16][CH2:17][CH2:18][OH:19])([CH3:12])([CH3:11])[CH3:10].C(OCCOCCO[C:29]([F:33])=[C:30]([F:32])[F:31])C. The catalyst is CCCCC.C1OCCOCCOCCOCCOCCOC1. The product is [C:9]([O:13][CH2:14][CH2:15][O:16][CH2:17][CH2:18][O:19][C:29]([F:33])=[C:30]([F:32])[F:31])([CH3:12])([CH3:11])[CH3:10]. The yield is 0.630. (5) The reactants are [NH2:1][CH:2]([C:8]#[N:9])[C:3]([O:5][CH2:6][CH3:7])=[O:4].N1C=CC=CC=1.[F:16][C:17]1[CH:25]=[CH:24][CH:23]=[C:22]([F:26])[C:18]=1[C:19](Cl)=[O:20]. The catalyst is ClCCl.C(OCC)(=O)C. The product is [C:8]([CH:2]([NH:1][C:19](=[O:20])[C:18]1[C:17]([F:16])=[CH:25][CH:24]=[CH:23][C:22]=1[F:26])[C:3]([O:5][CH2:6][CH3:7])=[O:4])#[N:9]. The yield is 0.840.